This data is from CYP2C9 inhibition data for predicting drug metabolism from PubChem BioAssay. The task is: Regression/Classification. Given a drug SMILES string, predict its absorption, distribution, metabolism, or excretion properties. Task type varies by dataset: regression for continuous measurements (e.g., permeability, clearance, half-life) or binary classification for categorical outcomes (e.g., BBB penetration, CYP inhibition). Dataset: cyp2c9_veith. (1) The compound is CCCc1cc2c(n1Cc1cccc(Cl)c1)C(C)C1CN(C(=O)c3ccccc3)C(C)(C(=O)OC)C21. The result is 1 (inhibitor). (2) The compound is O=S(=O)(O)C1CCNCC1. The result is 0 (non-inhibitor). (3) The compound is C[C@@]12CCC(=O)C(O)=C1CC[C@@H]1[C@@H]2CC[C@@]2(C)C(=O)CC[C@H]12. The result is 0 (non-inhibitor). (4) The molecule is O=C1[C@H]2CC[C@H]3/C(=N\OC[C@@H](O)COCc4ccco4)C[C@@H](O)[C@@H](O)[C@@H]3[C@@H]2C(=O)N1Cc1ccccc1. The result is 0 (non-inhibitor). (5) The compound is N#CCSc1ncnc2c1cnn2CCO. The result is 0 (non-inhibitor).